Dataset: Catalyst prediction with 721,799 reactions and 888 catalyst types from USPTO. Task: Predict which catalyst facilitates the given reaction. (1) Reactant: [CH3:1][C:2]1[C:10]([CH3:11])=[CH:9][CH:8]=[CH:7][C:3]=1[C:4]([OH:6])=O.[CH:12]([N:15](CC)[CH:16](C)[CH3:17])(C)[CH3:13].CN(C(ON1N=NC2C=CC=CC1=2)=[N+](C)C)C.[B-](F)(F)(F)F.C(NCC)C. Product: [CH2:12]([N:15]([CH2:16][CH3:17])[C:4](=[O:6])[C:3]1[CH:7]=[CH:8][CH:9]=[C:10]([CH3:11])[C:2]=1[CH3:1])[CH3:13]. The catalyst class is: 59. (2) Reactant: [Cl:1][C:2]1[CH:7]=[C:6]([C:8]#[C:9][C:10]2[N:11]=[C:12]([CH3:22])[N:13]([C:15]3[CH:20]=[CH:19][C:18]([F:21])=[CH:17][CH:16]=3)[CH:14]=2)[CH:5]=[CH:4][N:3]=1.C([N-]C(C)C)(C)C.[Li+].CN(C)[CH:33]=[O:34]. Product: [Cl:1][C:2]1[CH:7]=[C:6]([C:8]#[C:9][C:10]2[N:11]=[C:12]([CH3:22])[N:13]([C:15]3[CH:16]=[CH:17][C:18]([F:21])=[CH:19][CH:20]=3)[C:14]=2[CH:33]=[O:34])[CH:5]=[CH:4][N:3]=1. The catalyst class is: 1. (3) Reactant: Cl[C:2]1[C:10]([C:11]([O:13][CH3:14])=[O:12])=[CH:9][CH:8]=[C:7]2[C:3]=1[CH:4]=[CH:5][NH:6]2.[C:15]([O-])([O-])=O.[K+].[K+].ICCC.CB1OB(C)OB(C)O1. Product: [CH3:15][C:2]1[C:10]([C:11]([O:13][CH3:14])=[O:12])=[CH:9][CH:8]=[C:7]2[C:3]=1[CH:4]=[CH:5][NH:6]2. The catalyst class is: 12. (4) Reactant: FC(F)(F)C(O)=O.[C:8]([S:16][C@H:17]1[CH2:21][CH2:20][NH:19][CH2:18]1)(=[O:15])[C:9]1[CH:14]=[CH:13][CH:12]=[CH:11][CH:10]=1.[C:22]1(=O)[CH2:26][CH2:25][CH2:24][CH2:23]1.[BH3-]C#N.[Na+].C(=O)([O-])O.[Na+]. The catalyst class is: 125. Product: [C:8]([S:16][C@H:17]1[CH2:21][CH2:20][N:19]([CH:22]2[CH2:26][CH2:25][CH2:24][CH2:23]2)[CH2:18]1)(=[O:15])[C:9]1[CH:10]=[CH:11][CH:12]=[CH:13][CH:14]=1. (5) Reactant: [NH2:1][C:2]1[C:10]2[C:5](=[N:6][C:7]([C:13]3[CH:18]=[CH:17][C:16]([OH:19])=[CH:15][CH:14]=3)=[C:8]([C:11]#[N:12])[CH:9]=2)[NH:4][N:3]=1.N1C=CC=CC=1.[C:26](Cl)(=[O:28])[CH3:27].[OH-].[Na+]. Product: [C:11]([C:8]1[CH:9]=[C:10]2[C:2]([NH:1][C:26](=[O:28])[CH3:27])=[N:3][NH:4][C:5]2=[N:6][C:7]=1[C:13]1[CH:18]=[CH:17][C:16]([OH:19])=[CH:15][CH:14]=1)#[N:12]. The catalyst class is: 7. (6) Reactant: [O-][CH2:2][CH3:3].[Na+].[C:5]1([NH:11][C:12](=[S:19])[C:13]2[CH:18]=[CH:17][CH:16]=[CH:15][CH:14]=2)[CH:10]=[CH:9][CH:8]=[CH:7][CH:6]=1.C(O)C.ICC. Product: [CH2:2]([S:19][C:12]([C:13]1[CH:18]=[CH:17][CH:16]=[CH:15][CH:14]=1)=[N:11][C:5]1[CH:6]=[CH:7][CH:8]=[CH:9][CH:10]=1)[CH3:3]. The catalyst class is: 4.